This data is from Retrosynthesis with 50K atom-mapped reactions and 10 reaction types from USPTO. The task is: Predict the reactants needed to synthesize the given product. (1) Given the product Cc1ccc(-c2cnc3nc(NC(=O)C(C)(C)C)nc(OC(C)C)c3c2)cc1C, predict the reactants needed to synthesize it. The reactants are: CC(C)Oc1nc(NC(=O)C(C)(C)C)nc2ncc(Br)cc12.Cc1ccc(B(O)O)cc1C. (2) Given the product CC(C)(C)NS(=O)(=O)c1ccccc1-c1ccc(-c2nnc(N)s2)c(F)c1, predict the reactants needed to synthesize it. The reactants are: CC(C)(C)NS(=O)(=O)c1ccccc1Br.CC1(C)OB(c2ccc(-c3nnc(N)s3)c(F)c2)OC1(C)C. (3) Given the product CC(C)C[C@H]1CN(C(=O)C=Cc2ccc(Cl)cc2)[C@@H](CC(C)C)C(=O)N1, predict the reactants needed to synthesize it. The reactants are: CC(C)C[C@H]1CN[C@@H](CC(C)C)C(=O)N1.O=C(O)C=Cc1ccc(Cl)cc1. (4) Given the product CC(=O)c1ccc(OC(C)C)c(C)c1, predict the reactants needed to synthesize it. The reactants are: CC(=O)c1ccc(O)c(C)c1.CC(C)I. (5) Given the product Cc1cccnc1-c1ccc2c(Nc3ccc(C(C)(C)C)cc3)nc(C(=O)O)nc2n1, predict the reactants needed to synthesize it. The reactants are: CCOC(=O)c1nc(Nc2ccc(C(C)(C)C)cc2)c2ccc(-c3ncccc3C)nc2n1. (6) Given the product O=C(c1ccccc1)N1CC(COc2cnc(-c3ccccc3)cn2)(C(=O)O)C1, predict the reactants needed to synthesize it. The reactants are: Clc1cnc(-c2ccccc2)cn1.O=C(c1ccccc1)N1CC(CO)(C(=O)O)C1. (7) Given the product CN1CCN(c2cccc(Nc3ncc(CNc4cc(C(=O)NC5CC5)c(F)cc4F)s3)n2)CC1, predict the reactants needed to synthesize it. The reactants are: CN1CCNCC1.O=C(NC1CC1)c1cc(NCc2cnc(Nc3cccc(Br)n3)s2)c(F)cc1F. (8) Given the product COc1ccc(C2=Cc3ccc(O)cc3OC2)cc1, predict the reactants needed to synthesize it. The reactants are: COc1ccc(C2=Cc3ccc(OCc4ccccc4)cc3OC2)cc1. (9) Given the product O=C(O)c1ccc2nc(-c3cc4ccc(F)cc4o3)c(N3CCCCCC3)nc2c1, predict the reactants needed to synthesize it. The reactants are: COC(=O)c1ccc2nc(-c3cc4ccc(F)cc4o3)c(N3CCCCCC3)nc2c1.